Dataset: Full USPTO retrosynthesis dataset with 1.9M reactions from patents (1976-2016). Task: Predict the reactants needed to synthesize the given product. (1) Given the product [Br:13][C:14]1[CH:15]=[C:16]([CH2:20][C:21]([NH:1][C:2]2[C:11]3[CH2:10][CH:9]([OH:12])[CH2:8][CH2:7][C:6]=3[CH:5]=[CH:4][CH:3]=2)=[O:22])[CH:17]=[CH:18][CH:19]=1, predict the reactants needed to synthesize it. The reactants are: [NH2:1][C:2]1[CH:3]=[CH:4][CH:5]=[C:6]2[C:11]=1[CH2:10][CH:9]([OH:12])[CH2:8][CH2:7]2.[Br:13][C:14]1[CH:15]=[C:16]([CH2:20][C:21](O)=[O:22])[CH:17]=[CH:18][CH:19]=1.C(N(CC)CC)C.ON1C2C=CC=CC=2N=N1.Cl.C(N=C=NCCCN(C)C)C. (2) Given the product [CH2:23]([C:13]1([C:12]2[N:8]=[CH:9][NH:10][CH:11]=2)[CH2:21][C:20]2[C:15](=[CH:16][CH:17]=[C:18]([F:22])[CH:19]=2)[CH2:14]1)[CH3:24], predict the reactants needed to synthesize it. The reactants are: C([N:8]1[C:12]([C:13]2([CH2:23][CH3:24])[CH2:21][C:20]3[C:15](=[CH:16][CH:17]=[C:18]([F:22])[CH:19]=3)[CH2:14]2)=[CH:11][N:10]=[CH:9]1)C1C=CC=CC=1. (3) Given the product [CH2:1]([O:3][C:4]([C:6]1[C:7]([C:27]2[CH:28]=[CH:29][C:24]([F:23])=[CH:25][C:26]=2[CH3:33])=[C:8]2[CH:14]=[N:13][N:12]([CH2:15][C:16]3[CH:21]=[CH:20][CH:19]=[CH:18][CH:17]=3)[C:9]2=[N:10][CH:11]=1)=[O:5])[CH3:2], predict the reactants needed to synthesize it. The reactants are: [CH2:1]([O:3][C:4]([C:6]1[C:7](Cl)=[C:8]2[CH:14]=[N:13][N:12]([CH2:15][C:16]3[CH:21]=[CH:20][CH:19]=[CH:18][CH:17]=3)[C:9]2=[N:10][CH:11]=1)=[O:5])[CH3:2].[F:23][C:24]1[CH:29]=[CH:28][C:27](B(O)O)=[C:26]([CH3:33])[CH:25]=1.C([O-])([O-])=O.[Na+].[Na+]. (4) Given the product [Cl:1][C:2]1[CH:7]=[C:6]([Cl:8])[CH:5]=[CH:4][C:3]=1[N:9]([CH3:29])[C:10]([C:12]1[S:21][C:20]2[C:19]3[CH:22]=[C:23]([C:26]([NH:33][CH2:32][CH2:30][OH:31])=[O:28])[CH:24]=[CH:25][C:18]=3[O:17][CH2:16][CH2:15][C:14]=2[CH:13]=1)=[O:11], predict the reactants needed to synthesize it. The reactants are: [Cl:1][C:2]1[CH:7]=[C:6]([Cl:8])[CH:5]=[CH:4][C:3]=1[N:9]([CH3:29])[C:10]([C:12]1[S:21][C:20]2[C:19]3[CH:22]=[C:23]([C:26]([OH:28])=O)[CH:24]=[CH:25][C:18]=3[O:17][CH2:16][CH2:15][C:14]=2[CH:13]=1)=[O:11].[CH2:30]([CH2:32][NH2:33])[OH:31]. (5) Given the product [CH2:1]([N:5]1[C:9]2[CH:10]=[CH:11][C:12]([C:14]3[NH:15][C:16]([C:26]#[N:33])=[N:17][C:18]=3[C:19]3[CH:20]=[C:21]([CH3:25])[CH:22]=[CH:23][CH:24]=3)=[CH:13][C:8]=2[N:7]([CH3:30])[C:6]1=[O:31])[CH:2]([CH3:4])[CH3:3], predict the reactants needed to synthesize it. The reactants are: [CH2:1]([N:5]1[C:9]2[CH:10]=[CH:11][C:12]([C:14]3[NH:15][C:16]([C:26](F)(F)F)=[N:17][C:18]=3[C:19]3[CH:20]=[C:21]([CH3:25])[CH:22]=[CH:23][CH:24]=3)=[CH:13][C:8]=2[N:7]([CH3:30])[C:6]1=[O:31])[CH:2]([CH3:4])[CH3:3].[OH-].[NH4+:33].